From a dataset of Reaction yield outcomes from USPTO patents with 853,638 reactions. Predict the reaction yield, written as a fraction of the theoretical maximum amount of product (1.0 means a 100% yield; for example, 0.34 means a 34% yield). The reactants are [O:1]1[CH2:6][CH2:5][N:4]([CH2:7][CH2:8][O:9][C:10]2[CH:11]=[C:12]3[C:16](=[CH:17][CH:18]=2)[NH:15][N:14]=[C:13]3[CH:19]=O)[CH2:3][CH2:2]1.[CH3:21][O:22][C:23]1[CH:32]=[CH:31][C:26]2[C:27](=[O:30])[CH2:28][O:29][C:25]=2[C:24]=1[CH2:33][N:34]1[CH2:39][CH2:38][N:37]([C:40]([O:42][C:43]([CH3:46])([CH3:45])[CH3:44])=[O:41])[CH2:36][CH2:35]1.N1CCCCC1. The catalyst is CO. The product is [CH3:21][O:22][C:23]1[CH:32]=[CH:31][C:26]2[C:27](=[O:30])/[C:28](=[CH:19]/[C:13]3[C:12]4[C:16](=[CH:17][CH:18]=[C:10]([O:9][CH2:8][CH2:7][N:4]5[CH2:3][CH2:2][O:1][CH2:6][CH2:5]5)[CH:11]=4)[NH:15][N:14]=3)/[O:29][C:25]=2[C:24]=1[CH2:33][N:34]1[CH2:35][CH2:36][N:37]([C:40]([O:42][C:43]([CH3:46])([CH3:45])[CH3:44])=[O:41])[CH2:38][CH2:39]1. The yield is 0.990.